Predict the reactants needed to synthesize the given product. From a dataset of Full USPTO retrosynthesis dataset with 1.9M reactions from patents (1976-2016). Given the product [CH:24]([O:23][CH:15]([CH2:16][C:17]1[CH:18]=[CH:19][CH:20]=[CH:21][CH:22]=1)[CH2:14][NH:13][C:2]1[CH:7]=[C:6]([CH3:8])[C:5]([CH3:9])=[CH:4][C:3]=1[N+:10]([O-:12])=[O:11])([CH3:26])[CH3:25], predict the reactants needed to synthesize it. The reactants are: Br[C:2]1[CH:7]=[C:6]([CH3:8])[C:5]([CH3:9])=[CH:4][C:3]=1[N+:10]([O-:12])=[O:11].[NH2:13][CH2:14][CH:15]([O:23][CH:24]([CH3:26])[CH3:25])[CH2:16][C:17]1[CH:22]=[CH:21][CH:20]=[CH:19][CH:18]=1.C([O-])([O-])=O.[Cs+].[Cs+].O(C1C=CC=CC=1P(C1C=CC=CC=1)C1C=CC=CC=1)C1C=CC=CC=1P(C1C=CC=CC=1)C1C=CC=CC=1.C1(C)C=CC=CC=1.